Dataset: Forward reaction prediction with 1.9M reactions from USPTO patents (1976-2016). Task: Predict the product of the given reaction. (1) Given the reactants [CH3:1][C:2]1([CH3:18])[O:7][C:6]2[CH:8]=[CH:9][C:10]([C@H:12]3[O:16][C:15](=[O:17])[NH:14][CH2:13]3)=[CH:11][C:5]=2[CH2:4][O:3]1.[H-].[Na+].[CH2:21]([O:25][CH2:26][CH2:27][CH2:28][CH2:29][CH2:30][CH2:31]Br)[CH2:22][C:23]#[CH:24].Cl, predict the reaction product. The product is: [CH2:21]([O:25][CH2:26][CH2:27][CH2:28][CH2:29][CH2:30][CH2:31][N:14]1[CH2:13][C@@H:12]([C:10]2[CH:9]=[CH:8][C:6]3[O:7][C:2]([CH3:18])([CH3:1])[O:3][CH2:4][C:5]=3[CH:11]=2)[O:16][C:15]1=[O:17])[CH2:22][C:23]#[CH:24]. (2) Given the reactants [Cl:1][C:2]1[C:3]([I:11])=[C:4]2[CH:10]=[CH:9][NH:8][C:5]2=[N:6][CH:7]=1.[OH-].[Na+].[C:14]1([CH3:24])[CH:19]=[CH:18][C:17]([S:20](Cl)(=[O:22])=[O:21])=[CH:16][CH:15]=1.O, predict the reaction product. The product is: [Cl:1][C:2]1[C:3]([I:11])=[C:4]2[CH:10]=[CH:9][N:8]([S:20]([C:17]3[CH:18]=[CH:19][C:14]([CH3:24])=[CH:15][CH:16]=3)(=[O:22])=[O:21])[C:5]2=[N:6][CH:7]=1. (3) Given the reactants Cl[C:2]1[N:7]=[C:6]([O:8][CH:9]2[CH2:14][CH2:13][O:12][CH2:11][CH2:10]2)[C:5]([N+:15]([O-:17])=[O:16])=[CH:4][CH:3]=1.C([O-])([O-])=O.[K+].[K+].[CH3:24][O:25][CH2:26][CH2:27][CH2:28][OH:29], predict the reaction product. The product is: [CH3:24][O:25][CH2:26][CH2:27][CH2:28][O:29][C:2]1[N:7]=[C:6]([O:8][CH:9]2[CH2:14][CH2:13][O:12][CH2:11][CH2:10]2)[C:5]([N+:15]([O-:17])=[O:16])=[CH:4][CH:3]=1. (4) Given the reactants [CH:1]1[C:6]([NH:7][C:8]2[CH:13]=[CH:12][C:11]([Br:14])=[CH:10][CH:9]=2)=[CH:5][CH:4]=[C:3]([Br:15])[CH:2]=1.I[C:17]1[CH:22]=[CH:21][CH:20]=[CH:19][CH:18]=1.N1C2C(=CC=C3C=2N=CC=C3)C=CC=1.[OH-].[K+], predict the reaction product. The product is: [CH:17]1[CH:22]=[CH:21][C:20]([N:7]([C:8]2[CH:13]=[CH:12][C:11]([Br:14])=[CH:10][CH:9]=2)[C:6]2[CH:1]=[CH:2][C:3]([Br:15])=[CH:4][CH:5]=2)=[CH:19][CH:18]=1. (5) Given the reactants [C:1]([C:9]1[CH:14]=[CH:13][N:12]=[CH:11][CH:10]=1)(=[O:8])[C:2]1[CH:7]=[CH:6][CH:5]=[CH:4][CH:3]=1, predict the reaction product. The product is: [C:2]1([CH:1]([CH:9]2[CH2:14][CH2:13][NH:12][CH2:11][CH2:10]2)[OH:8])[CH:3]=[CH:4][CH:5]=[CH:6][CH:7]=1. (6) Given the reactants C([N:8]1[CH2:16][C:15]2[C:10](=[CH:11][CH:12]=[C:13]([N+:17]([O-])=O)[CH:14]=2)[CH2:9]1)C1C=CC=CC=1.[ClH:20], predict the reaction product. The product is: [ClH:20].[NH2:17][C:13]1[CH:14]=[C:15]2[C:10](=[CH:11][CH:12]=1)[CH2:9][NH:8][CH2:16]2.